Dataset: Catalyst prediction with 721,799 reactions and 888 catalyst types from USPTO. Task: Predict which catalyst facilitates the given reaction. (1) Reactant: C(OC([N:8]1[CH2:12][C:11]([F:14])([F:13])[CH2:10][CH:9]1[CH2:15][O:16][C:17]1[CH:26]=[CH:25][C:20]([C:21]([O:23][CH3:24])=[O:22])=[CH:19][CH:18]=1)=O)(C)(C)C.C(O)(C(F)(F)F)=O. Product: [F:14][C:11]1([F:13])[CH2:12][NH:8][CH:9]([CH2:15][O:16][C:17]2[CH:26]=[CH:25][C:20]([C:21]([O:23][CH3:24])=[O:22])=[CH:19][CH:18]=2)[CH2:10]1. The catalyst class is: 2. (2) Reactant: C([O:3][C:4]([C:6]1[S:7][C:8]2[CH2:13][CH2:12][CH2:11][C:9]=2[N:10]=1)=[O:5])C.[OH-].[Na+]. Product: [S:7]1[C:8]2[CH2:13][CH2:12][CH2:11][C:9]=2[N:10]=[C:6]1[C:4]([OH:5])=[O:3]. The catalyst class is: 87.